This data is from Reaction yield outcomes from USPTO patents with 853,638 reactions. The task is: Predict the reaction yield, written as a fraction of the theoretical maximum amount of product (1.0 means a 100% yield; for example, 0.34 means a 34% yield). The reactants are [OH:1][C:2]1[CH:7]=[CH:6][C:5](B(O)O)=[CH:4][CH:3]=1.Cl[C:12]1[N:17]=[CH:16][C:15]([Cl:18])=[CH:14][N:13]=1. No catalyst specified. The product is [Cl:18][C:15]1[CH:14]=[N:13][C:12]([C:5]2[CH:6]=[CH:7][C:2]([OH:1])=[CH:3][CH:4]=2)=[N:17][CH:16]=1. The yield is 0.290.